From a dataset of Experimentally validated miRNA-target interactions with 360,000+ pairs, plus equal number of negative samples. Binary Classification. Given a miRNA mature sequence and a target amino acid sequence, predict their likelihood of interaction. (1) The miRNA is rno-miR-132-3p with sequence UAACAGUCUACAGCCAUGGUCG. The protein sequence of the target gene is MSSEFLAELHWEDGFAIPVANEENKLLEDQLSKLKDERASLQDELREYEERINSMTSHFKNVKQELSITQSLCKARERETESEEHFKAIAQRELGRVKDEIQRLENEMASILEKKSDKENGIFKATQKLDGLKCQMNWDQQALEAWLEESAHKDSDALTLQKYAQQDDNKIRALTLQLERLTLECNQKRKILDNELTETISAQLELDKAAQDFRKIHNERQELIKQWENTIEQMQKRDGDIDNCALELARIKQETREKENLVKEKIKFLESEIGNNTEFEKRISVADRKLLKCRTAYQDH.... Result: 0 (no interaction). (2) The miRNA is hsa-miR-130b-5p with sequence ACUCUUUCCCUGUUGCACUAC. The protein sequence of the target gene is MATSVLCCLRCCRDGGTGHIPLKEMPAVQLDTQHMGTDVVIVKNGRRICGTGGCLASAPLHQNKSYFEFKIQSTGIWGIGVATQKVNLNQIPLGRDMHSLVMRNDGALYHNNEEKNRLPANSLPQEGDVVGITYDHVELNVYLNGKNMHCPASGIRGTVYPVVYVDDSAILDCQFSEFYHTPPPGFEKILFEQQIF. Result: 0 (no interaction). (3) The miRNA is mmu-miR-3097-3p with sequence CUCAGACCUUUCUACCUGUCAG. The protein sequence of the target gene is MGSPRSALSCLLLHLLVLCLQAQVRSAAQKRGPGAGNPADTLGQGHEDRPFGQRSRAGKNFTNPAPNYPEEGSKEQRDSVLPKVTQRHVREQSLVTDQLSRRLIRTYQLYSRTSGKHVQVLANKRINAMAEDGDPFAKLIVETDTFGSRVRVRGAETGLYICMNKKGKLIAKSNGKGKDCVFTEIVLENNYTALQNAKYEGWYMAFTRKGRPRKGSKTRQHQREVHFMKRLPRGHHTTEQSLRFEFLNYPPFTRSLRGSQRTWAPEPR. Result: 0 (no interaction). (4) The miRNA is hsa-miR-200c-3p with sequence UAAUACUGCCGGGUAAUGAUGGA. The protein sequence of the target gene is MRAPGCGRLVLPLLLLAAAALAEGDAKGLKEGETPGNFMEDEQWLSSISQYSGKIKHWNRFRDEVEDDYIKSWEDNQQGDEALDTTKDPCQKVKCSRHKVCIAQGYQRAMCISRKKLEHRIKQPTVKLHGNKDSICKPCHMAQLASVCGSDGHTYSSVCKLEQQACLSSKQLAVRCEGPCPCPTEQAATSTADGKPETCTGQDLADLGDRLRDWFQLLHENSKQNGSASSVAGPASGLDKSLGASCKDSIGWMFSKLDTSADLFLDQTELAAINLDKYEVCIRPFFNSCDTYKDGRVSTA.... Result: 0 (no interaction).